Dataset: Reaction yield outcomes from USPTO patents with 853,638 reactions. Task: Predict the reaction yield, written as a fraction of the theoretical maximum amount of product (1.0 means a 100% yield; for example, 0.34 means a 34% yield). (1) The reactants are Cl.[NH2:2][CH2:3][C:4]1[CH:13]=[CH:12][C:7]([C:8]([O:10][CH3:11])=[O:9])=[CH:6][CH:5]=1.[C:14](N1C=CN=C1)([N:16]1C=CN=C1)=[S:15].C(N(CC)CC)C.N. The catalyst is C(Cl)(Cl)Cl.O.CCCCCC.CO. The product is [CH3:11][O:10][C:8]([C:7]1[CH:6]=[CH:5][C:4]([CH2:3][NH:2][C:14]([NH2:16])=[S:15])=[CH:13][CH:12]=1)=[O:9]. The yield is 0.913. (2) The reactants are Br[C:2]1[CH:3]=[N:4][CH:5]=[C:6]([Br:8])[CH:7]=1.[CH3:9][N:10]1[CH2:15][CH2:14][NH:13][CH2:12][CH2:11]1.C([O-])([O-])=O.[K+].[K+]. The catalyst is CN(C=O)C. The product is [Br:8][C:6]1[CH:7]=[C:2]([N:13]2[CH2:14][CH2:15][N:10]([CH3:9])[CH2:11][CH2:12]2)[CH:3]=[N:4][CH:5]=1. The yield is 0.798. (3) The reactants are [CH2:1]([C:9]1[CH:14]=[CH:13][C:12]([NH2:15])=[CH:11][CH:10]=1)[C:2]1[CH:7]=[CH:6][C:5]([NH2:8])=[CH:4][CH:3]=1. The catalyst is [Pt].C(C(C)=O)C. The product is [CH:1]([NH:15][C:12]1[CH:13]=[CH:14][C:9]([CH2:1][C:2]2[CH:3]=[CH:4][C:5]([NH:8][CH:5]([CH2:6][CH3:7])[CH3:4])=[CH:6][CH:7]=2)=[CH:10][CH:11]=1)([CH2:2][CH3:3])[CH3:9]. The yield is 0.960. (4) The reactants are [C:1]([NH:9][C:10]1[C:11]2[N:12]=[CH:13][N:14]([C:30]=2[N:31]=[CH:32][N:33]=1)[C@@H:15]1[O:29][C@H:19]([CH2:20][O:21][Si:22]([C:25]([CH3:28])([CH3:27])[CH3:26])([CH3:24])[CH3:23])[C@@H:17]([OH:18])[CH2:16]1)(=[O:8])[C:2]1[CH:7]=[CH:6][CH:5]=[CH:4][CH:3]=1.[CH3:34][O:35][C:36]1[CH:57]=[CH:56][C:39]([C:40](Cl)([C:49]2[CH:54]=[CH:53][CH:52]=[CH:51][CH:50]=2)[C:41]2[CH:46]=[CH:45][C:44]([O:47][CH3:48])=[CH:43][CH:42]=2)=[CH:38][CH:37]=1.C(=O)([O-])O.[Na+]. The catalyst is N1C=CC=CC=1. The product is [C:1]([NH:9][C:10]1[C:11]2[N:12]=[CH:13][N:14]([C:30]=2[N:31]=[CH:32][N:33]=1)[C@@H:15]1[O:29][C@H:19]([CH2:20][O:21][Si:22]([C:25]([CH3:26])([CH3:27])[CH3:28])([CH3:24])[CH3:23])[C@@H:17]([O:18][C:40]([C:49]2[CH:54]=[CH:53][CH:52]=[CH:51][CH:50]=2)([C:41]2[CH:46]=[CH:45][C:44]([O:47][CH3:48])=[CH:43][CH:42]=2)[C:39]2[CH:38]=[CH:37][C:36]([O:35][CH3:34])=[CH:57][CH:56]=2)[CH2:16]1)(=[O:8])[C:2]1[CH:3]=[CH:4][CH:5]=[CH:6][CH:7]=1. The yield is 0.630. (5) The reactants are [N+:1]([O-:4])([O-])=[O:2].[K+].[C:6]([C:10]1[CH:16]=[CH:15][CH:14]=[CH:13][C:11]=1[NH2:12])([CH3:9])([CH3:8])[CH3:7]. The catalyst is OS(O)(=O)=O. The product is [C:6]([C:10]1[CH:16]=[CH:15][C:14]([N+:1]([O-:4])=[O:2])=[CH:13][C:11]=1[NH2:12])([CH3:9])([CH3:7])[CH3:8]. The yield is 0.630. (6) The reactants are [Br:1][C:2]1[CH:9]=[CH:8][C:5]([CH:6]=O)=[C:4]([F:10])[CH:3]=1.[C:11]([NH2:15])([CH3:14])([CH3:13])[CH3:12].[O-]S([O-])(=O)=O.[Mg+2]. The catalyst is C(Cl)Cl. The product is [Br:1][C:2]1[CH:9]=[CH:8][C:5]([CH:6]=[N:15][C:11]([CH3:14])([CH3:13])[CH3:12])=[C:4]([F:10])[CH:3]=1. The yield is 0.980. (7) The reactants are [OH:1][CH:2]1[CH2:7][CH2:6][NH:5][CH2:4][CH2:3]1.C(N(CC)CC)C.C(OCC)(=O)C.Cl[C:22]([O:24][CH:25]([CH3:27])[CH3:26])=[O:23]. The catalyst is O. The product is [CH:25]([O:24][C:22]([N:5]1[CH2:6][CH2:7][CH:2]([OH:1])[CH2:3][CH2:4]1)=[O:23])([CH3:27])[CH3:26]. The yield is 0.920. (8) The reactants are [C:1]1([OH:7])[CH:6]=[CH:5][CH:4]=[CH:3][CH:2]=1.C(=O)([O-])[O-].[K+].[K+].[CH3:14][C:15]([CH3:17])=[O:16]. No catalyst specified. The product is [O:7]([CH2:14][C@@H:15]1[CH2:17][O:16]1)[C:1]1[CH:6]=[CH:5][CH:4]=[CH:3][CH:2]=1. The yield is 0.990.